This data is from Forward reaction prediction with 1.9M reactions from USPTO patents (1976-2016). The task is: Predict the product of the given reaction. Given the reactants [OH:1][C:2]1[CH:3]=[C:4]([C:8]#[CH:9])[CH:5]=[CH:6][CH:7]=1.[CH2:10](Br)[C:11]1[CH:16]=[CH:15][CH:14]=[CH:13][CH:12]=1.C([O-])([O-])=O.[K+].[K+], predict the reaction product. The product is: [CH2:10]([O:1][C:2]1[CH:3]=[C:4]([C:8]#[CH:9])[CH:5]=[CH:6][CH:7]=1)[C:11]1[CH:16]=[CH:15][CH:14]=[CH:13][CH:12]=1.